From a dataset of Peptide-MHC class II binding affinity with 134,281 pairs from IEDB. Regression. Given a peptide amino acid sequence and an MHC pseudo amino acid sequence, predict their binding affinity value. This is MHC class II binding data. (1) The peptide sequence is LRAHRLHQLAFDTYQ. The MHC is DRB1_0301 with pseudo-sequence DRB1_0301. The binding affinity (normalized) is 0.108. (2) The peptide sequence is PAVKYIEPDMIVNAT. The MHC is DRB1_1001 with pseudo-sequence DRB1_1001. The binding affinity (normalized) is 0.787. (3) The peptide sequence is CADILAIASRVLVTM. The MHC is HLA-DPA10201-DPB11401 with pseudo-sequence HLA-DPA10201-DPB11401. The binding affinity (normalized) is 0.172. (4) The peptide sequence is TDDNEEPIAPYHFDL. The MHC is DRB1_0101 with pseudo-sequence DRB1_0101. The binding affinity (normalized) is 0.130. (5) The binding affinity (normalized) is 0.690. The peptide sequence is QVPLVQQQQYLGQQQP. The MHC is DRB4_0101 with pseudo-sequence DRB4_0103. (6) The peptide sequence is VSMMIAMEVVLRKRQ. The MHC is DRB1_0801 with pseudo-sequence DRB1_0801. The binding affinity (normalized) is 0.416. (7) The peptide sequence is ITYGETGGNSPVQEF. The MHC is DRB3_0202 with pseudo-sequence DRB3_0202. The binding affinity (normalized) is 0.0917. (8) The peptide sequence is ALISKYAGINVLN. The MHC is HLA-DQA10101-DQB10501 with pseudo-sequence HLA-DQA10101-DQB10501. The binding affinity (normalized) is 0.211. (9) The peptide sequence is AAVPAVGAAAGAPAA. The MHC is DRB5_0101 with pseudo-sequence DRB5_0101. The binding affinity (normalized) is 0.100. (10) The peptide sequence is KLSDLIIADTSTAQE. The MHC is HLA-DQA10301-DQB10302 with pseudo-sequence HLA-DQA10301-DQB10302. The binding affinity (normalized) is 0.251.